Dataset: Full USPTO retrosynthesis dataset with 1.9M reactions from patents (1976-2016). Task: Predict the reactants needed to synthesize the given product. (1) Given the product [NH2:27][C:26]([C:25]([Cl:29])([Cl:28])[Cl:24])=[C:3]([C:1]#[N:2])[C:4]([NH:6][C:7]1[N:8]([C:13]2[CH:14]=[CH:15][CH:16]=[CH:17][CH:18]=2)[C:9]([CH3:12])=[N:10][CH:11]=1)=[O:5], predict the reactants needed to synthesize it. The reactants are: [C:1]([CH2:3][C:4]([NH:6][C:7]1[N:8]([C:13]2[CH:18]=[CH:17][CH:16]=[CH:15][CH:14]=2)[C:9]([CH3:12])=[N:10][CH:11]=1)=[O:5])#[N:2].C([O-])(=O)C.[Na+].[Cl:24][C:25]([Cl:29])([Cl:28])[C:26]#[N:27]. (2) Given the product [OH:1][C:2]1[CH:3]=[C:4]([CH:8]=[C:9]([OH:11])[CH:10]=1)[C:5]([O:7][C:22]1[CH:23]=[CH:24][C:19]([C:12]2[CH:17]=[CH:16][C:15]([O:18][C:5](=[O:6])[C:4]3[CH:3]=[C:2]([OH:1])[CH:10]=[C:9]([OH:11])[CH:8]=3)=[CH:14][CH:13]=2)=[CH:20][CH:21]=1)=[O:6], predict the reactants needed to synthesize it. The reactants are: [OH:1][C:2]1[CH:3]=[C:4]([CH:8]=[C:9]([OH:11])[CH:10]=1)[C:5]([OH:7])=[O:6].[C:12]1([C:19]2[CH:24]=[CH:23][C:22](O)=[CH:21][CH:20]=2)[CH:17]=[CH:16][C:15]([OH:18])=[CH:14][CH:13]=1. (3) Given the product [C:1]([O:5][C:6]([N:8]([CH2:31][CH2:32][C:33]1[CH:38]=[CH:37][CH:36]=[CH:35][N:34]=1)[C:9]1[CH:10]=[CH:11][C:12]([NH:13][C:14]([C:16]2[CH:21]=[CH:20][CH:19]=[CH:18][C:17]=2[C:22]2[CH:27]=[CH:26][C:25]([O:28][CH2:46][C:47]([O:49][CH2:50][CH3:51])=[O:48])=[CH:24][CH:23]=2)=[O:15])=[CH:29][CH:30]=1)=[O:7])([CH3:4])([CH3:2])[CH3:3], predict the reactants needed to synthesize it. The reactants are: [C:1]([O:5][C:6]([N:8]([CH2:31][CH2:32][C:33]1[CH:38]=[CH:37][CH:36]=[CH:35][N:34]=1)[C:9]1[CH:30]=[CH:29][C:12]([NH:13][C:14]([C:16]2[CH:21]=[CH:20][CH:19]=[CH:18][C:17]=2[C:22]2[CH:27]=[CH:26][C:25]([OH:28])=[CH:24][CH:23]=2)=[O:15])=[CH:11][CH:10]=1)=[O:7])([CH3:4])([CH3:3])[CH3:2].C(=O)([O-])[O-].[K+].[K+].Br[CH2:46][C:47]([O:49][CH2:50][CH3:51])=[O:48].[Cl-].[NH4+].